From a dataset of Peptide-MHC class II binding affinity with 134,281 pairs from IEDB. Regression. Given a peptide amino acid sequence and an MHC pseudo amino acid sequence, predict their binding affinity value. This is MHC class II binding data. (1) The peptide sequence is AVTFVNAPAFAAERG. The MHC is DRB1_0802 with pseudo-sequence DRB1_0802. The binding affinity (normalized) is 0.897. (2) The peptide sequence is RKQKYKLSHSDYEYK. The MHC is DRB1_0101 with pseudo-sequence DRB1_0101. The binding affinity (normalized) is 0.347.